This data is from Forward reaction prediction with 1.9M reactions from USPTO patents (1976-2016). The task is: Predict the product of the given reaction. (1) Given the reactants [CH2:1]([CH:3]([CH2:6][CH2:7][CH2:8][CH3:9])[CH2:4][OH:5])[CH3:2].C=CC.C(=O)C(C)C.C(=O)CCC, predict the reaction product. The product is: [CH2:1]([CH:3]([CH2:6][CH2:7][CH2:8][CH3:9])[CH:4]=[O:5])[CH3:2]. (2) Given the reactants [Br:1][C:2]1[CH:7]=[CH:6][C:5]([OH:8])=[CH:4][C:3]=1[F:9].O[CH:11]1[CH2:16][CH2:15][N:14]([C:17]([O:19][C:20]([CH3:23])([CH3:22])[CH3:21])=[O:18])[CH2:13][CH2:12]1.C1(P(C2C=CC=CC=2)C2C=CC=CC=2)C=CC=CC=1, predict the reaction product. The product is: [Br:1][C:2]1[CH:7]=[CH:6][C:5]([O:8][CH:11]2[CH2:16][CH2:15][N:14]([C:17]([O:19][C:20]([CH3:23])([CH3:22])[CH3:21])=[O:18])[CH2:13][CH2:12]2)=[CH:4][C:3]=1[F:9]. (3) Given the reactants [NH2:1][CH2:2][C:3]1[CH:24]=[CH:23][C:6]([CH2:7][NH:8][C:9]2[CH:14]=[CH:13][C:12]([CH2:15][N:16]([CH2:20][CH2:21][CH3:22])[CH2:17][CH2:18][CH3:19])=[CH:11][CH:10]=2)=[CH:5][CH:4]=1.[NH:25]1[CH:29]=[CH:28][N:27]=[C:26]1[CH:30]=O, predict the reaction product. The product is: [CH2:17]([N:16]([CH2:15][C:12]1[CH:13]=[CH:14][C:9]([NH:8][CH2:7][C:6]2[CH:5]=[CH:4][C:3]([CH2:2][NH:1][CH2:30][C:26]3[NH:25][CH:29]=[CH:28][N:27]=3)=[CH:24][CH:23]=2)=[CH:10][CH:11]=1)[CH2:20][CH2:21][CH3:22])[CH2:18][CH3:19]. (4) The product is: [CH3:3][O:4][CH2:5][CH:6]=[CH:7][CH2:8][CH2:9][CH2:10][CH:11]=[CH2:12]. Given the reactants [C-]#[Si+].[CH3:3][O:4][CH2:5][CH2:6][CH2:7][CH2:8][CH2:9][CH2:10][CH2:11][CH3:12], predict the reaction product. (5) Given the reactants C[O:2][C:3](=[O:37])[C:4]1[CH:9]=[C:8]([N:10]2[CH2:14][CH2:13][CH2:12][C:11]2=[O:15])[CH:7]=[C:6]([N:16]2[C:20]([CH3:21])=[CH:19][CH:18]=[C:17]2[C:22]2[CH:27]=[C:26]([Cl:28])[CH:25]=[CH:24][C:23]=2[O:29][CH2:30][C:31]2[CH:36]=[CH:35][CH:34]=[CH:33][CH:32]=2)[CH:5]=1, predict the reaction product. The product is: [Cl:28][C:26]1[CH:25]=[CH:24][C:23]([O:29][CH2:30][C:31]2[CH:32]=[CH:33][CH:34]=[CH:35][CH:36]=2)=[C:22]([C:17]2[N:16]([C:6]3[CH:5]=[C:4]([CH:9]=[C:8]([N:10]4[CH2:14][CH2:13][CH2:12][C:11]4=[O:15])[CH:7]=3)[C:3]([OH:37])=[O:2])[C:20]([CH3:21])=[CH:19][CH:18]=2)[CH:27]=1. (6) The product is: [F:23][C:24]([F:43])([F:42])[S:25]([O:20][C:17]1[CH:18]=[CH:19][C:14]([N:9]2[C:8](=[O:22])[C:7]3[C:2]([NH2:1])=[N:3][CH:4]=[N:5][C:6]=3[O:12][C@H:11]([CH3:13])[CH2:10]2)=[CH:15][C:16]=1[F:21])(=[O:27])=[O:26]. Given the reactants [NH2:1][C:2]1[C:7]2[C:8](=[O:22])[N:9]([C:14]3[CH:19]=[CH:18][C:17]([OH:20])=[C:16]([F:21])[CH:15]=3)[CH2:10][C@@H:11]([CH3:13])[O:12][C:6]=2[N:5]=[CH:4][N:3]=1.[F:23][C:24]([F:43])([F:42])[S:25](N(C1C=CC=CC=1)[S:25]([C:24]([F:43])([F:42])[F:23])(=[O:27])=[O:26])(=[O:27])=[O:26].C(=O)([O-])[O-].[K+].[K+], predict the reaction product. (7) The product is: [NH2:1][C:2]1[N:11]=[C:10]([C:12]([N:14]2[CH2:15][C:16]3[C:21](=[CH:20][CH:19]=[CH:18][CH:17]=3)[CH2:22]2)=[O:13])[C:9]2[C:4](=[CH:5][CH:6]=[C:7]([C:23]3[CH:30]=[C:29]([F:31])[CH:28]=[CH:27][C:24]=3[CH2:25][N:34]3[CH2:35][CH2:36][CH2:37][CH:33]3[CH3:32])[CH:8]=2)[N:3]=1. Given the reactants [NH2:1][C:2]1[N:11]=[C:10]([C:12]([N:14]2[CH2:22][C:21]3[C:16](=[CH:17][CH:18]=[CH:19][CH:20]=3)[CH2:15]2)=[O:13])[C:9]2[C:4](=[CH:5][CH:6]=[C:7]([C:23]3[CH:30]=[C:29]([F:31])[CH:28]=[CH:27][C:24]=3[CH:25]=O)[CH:8]=2)[N:3]=1.[CH3:32][CH:33]1[CH2:37][CH2:36][CH2:35][NH:34]1.C(O)(=O)C.C(O[BH-](OC(=O)C)OC(=O)C)(=O)C.[Na+], predict the reaction product.